Dataset: Experimentally validated miRNA-target interactions with 360,000+ pairs, plus equal number of negative samples. Task: Binary Classification. Given a miRNA mature sequence and a target amino acid sequence, predict their likelihood of interaction. (1) The miRNA is hsa-miR-323b-3p with sequence CCCAAUACACGGUCGACCUCUU. The protein sequence of the target gene is MVSSAQMGFNLQALLEQLSQDELSKFKYLITTFSLAHELQKIPHKEVDKADGKQLVEILTTHCDSYWVEMASLQVFEKMHRMDLSERAKDEVREAALKSFNKRKPLSLGITRKERPPLDVDEMLERFKTEAQAFTETKGNVICLGKEVFKGKKPDKDNRCRYILKTKFREMWKSWPGDSKEVQVMAERYKMLIPFSNPRVLPGPFSYTVVLYGPAGLGKTTLAQKLMLDWAEDNLIHKFKYAFYLSCRELSRLGPCSFAELVFRDWPELQDDIPHILAQARKILFVIDGFDELGAAPGAL.... Result: 0 (no interaction). (2) The miRNA is hsa-miR-517a-3p with sequence AUCGUGCAUCCCUUUAGAGUGU. The protein sequence of the target gene is MGSPESEVSPDVQEQEAATDNPEVFEEDSADAAEGEDQIEQEEPPNCDEEAYNRDAAAATMQVGEDLGEEGDHVQEDPAEESCQIIPFESDSVEEDFSPTLTENPYEIFPTESTSFCNNTYSLDESANGHEPVCEICVEEVPGVGPPLNQHDSLPDGSGEDSPVVPDVVVVPENEGPVDDALSSPYVMGVGLLSLGEGAQSDTQAASGTLSGYSTWEEGDSEGGQVPVDRKNIATRARPHSGKVAGHVPETVLEETGPETCSSGMGIRDTSDEVRKIGILPEGKPPECVRALPAKPRAFT.... Result: 0 (no interaction).